From a dataset of Forward reaction prediction with 1.9M reactions from USPTO patents (1976-2016). Predict the product of the given reaction. (1) Given the reactants Cl[C:2]1[N:3]=[CH:4][C:5]2[N:6]([CH3:22])[C:7](=[O:21])[C:8]3([CH2:20][CH2:19]3)[CH2:9][N:10]([CH:13]3[CH2:18][CH2:17][CH2:16][CH2:15][CH2:14]3)[C:11]=2[N:12]=1.[NH2:23][C:24]1[CH:39]=[CH:38][C:27]([C:28]([NH:30][CH:31]2[CH2:36][CH2:35][N:34]([CH3:37])[CH2:33][CH2:32]2)=[O:29])=[CH:26][C:25]=1[F:40].O.C1(C)C=CC(S(O)(=O)=O)=CC=1, predict the reaction product. The product is: [CH:13]1([N:10]2[CH2:9][C:8]3([CH2:20][CH2:19]3)[C:7](=[O:21])[N:6]([CH3:22])[C:5]3[CH:4]=[N:3][C:2]([NH:23][C:24]4[CH:39]=[CH:38][C:27]([C:28]([NH:30][CH:31]5[CH2:32][CH2:33][N:34]([CH3:37])[CH2:35][CH2:36]5)=[O:29])=[CH:26][C:25]=4[F:40])=[N:12][C:11]2=3)[CH2:18][CH2:17][CH2:16][CH2:15][CH2:14]1. (2) Given the reactants [NH2:1][C:2]1[CH:11]=[C:10]([N:12]2[CH2:17][CH2:16][N:15]([C:18]([NH:20][C@H:21]3[CH2:27][CH2:26][CH2:25][CH2:24][N:23]([CH2:28][C:29](O)=[O:30])[C:22]3=[O:32])=[O:19])[CH2:14][CH2:13]2)[C:9]2[C:4](=[CH:5][C:6]([Cl:33])=[CH:7][CH:8]=2)[N:3]=1.[NH2:34][C:35]1[CH:40]=[CH:39][N:38]=[CH:37][CH:36]=1.CN(C(ON1N=NC2C=CC=NC1=2)=[N+](C)C)C.F[P-](F)(F)(F)(F)F.C(N(C(C)C)CC)(C)C, predict the reaction product. The product is: [NH2:1][C:2]1[CH:11]=[C:10]([N:12]2[CH2:13][CH2:14][N:15]([C:18]([NH:20][C@H:21]3[CH2:27][CH2:26][CH2:25][CH2:24][N:23]([CH2:28][C:29]([NH:34][C:35]4[CH:40]=[CH:39][N:38]=[CH:37][CH:36]=4)=[O:30])[C:22]3=[O:32])=[O:19])[CH2:16][CH2:17]2)[C:9]2[C:4](=[CH:5][C:6]([Cl:33])=[CH:7][CH:8]=2)[N:3]=1. (3) The product is: [C:24]([O:23][C:21]([NH:20][CH2:19][CH2:18][CH2:17][O:16][CH2:15][O:14][CH2:13][CH2:12][N:11]1[C:3]2[CH:4]=[CH:5][C:9]([C:30]([OH:32])=[O:31])=[CH:10][C:2]=2[N:1]=[C:37]1[CH3:38])=[O:22])([CH3:25])([CH3:26])[CH3:27]. Given the reactants [NH2:1][C:2]1[CH:10]=[CH:9][C:5](C(O)=O)=[CH:4][C:3]=1[NH:11][CH2:12][CH2:13][O:14][CH2:15][O:16][CH2:17][CH2:18][CH2:19][NH:20][C:21]([O:23][C:24]([CH3:27])([CH3:26])[CH3:25])=[O:22].CC(C)(C)[C:30]([O-])([O-:32])[O-:31].O1CCO[CH2:38][CH2:37]1, predict the reaction product. (4) The product is: [Cl:16][C:17]1[N:22]=[C:21]([N:5]2[CH2:4][C@@H:3]3[C@@:7]([NH:8][C:9](=[O:15])[O:10][C:11]([CH3:14])([CH3:13])[CH3:12])([C@@H:2]3[CH3:1])[CH2:6]2)[C:20]([CH3:24])=[CH:19][N:18]=1. Given the reactants [CH3:1][C@H:2]1[C@:7]2([NH:8][C:9](=[O:15])[O:10][C:11]([CH3:14])([CH3:13])[CH3:12])[C@H:3]1[CH2:4][NH:5][CH2:6]2.[Cl:16][C:17]1[N:22]=[C:21](Cl)[C:20]([CH3:24])=[CH:19][N:18]=1, predict the reaction product. (5) Given the reactants Br[C:2]1[CH:3]=[C:4]2[C:9](=[CH:10][CH:11]=1)[N:8]=[C:7]([C:12]1[CH:17]=[CH:16][CH:15]=[C:14]([C:18]([F:21])([F:20])[F:19])[CH:13]=1)[C:6]([CH3:22])=[C:5]2[C:23]([OH:25])=[O:24].[CH3:26][S:27]([O-:29])=[O:28].[Na+].Cl, predict the reaction product. The product is: [CH3:22][C:6]1[C:7]([C:12]2[CH:17]=[CH:16][CH:15]=[C:14]([C:18]([F:21])([F:20])[F:19])[CH:13]=2)=[N:8][C:9]2[C:4]([C:5]=1[C:23]([OH:25])=[O:24])=[CH:3][C:2]([S:27]([CH3:26])(=[O:29])=[O:28])=[CH:11][CH:10]=2. (6) Given the reactants Br[C:2]1[CH:3]=[C:4]2[C@:15]3([CH2:19][O:18][C:17]([NH2:20])=[N:16]3)[C:14]3[C:9](=[CH:10][CH:11]=[C:12](I)[CH:13]=3)[O:8][C:5]2=[N:6][CH:7]=1.IC1C=CC(O)=CC=1.[Cl:30][C:31]1[C:32]([F:40])=[C:33](B(O)O)[CH:34]=[CH:35][CH:36]=1.C[Si](C)(C)[C:43]#[C:44][C:45]1([CH3:49])[CH2:48][O:47][CH2:46]1, predict the reaction product. The product is: [Cl:30][C:31]1[C:32]([F:40])=[C:33]([C:12]2[CH:13]=[C:14]3[C@@:15]4([CH2:19][O:18][C:17]([NH2:20])=[N:16]4)[C:4]4[C:5](=[N:6][CH:7]=[C:2]([C:43]#[C:44][C:45]5([CH3:49])[CH2:48][O:47][CH2:46]5)[CH:3]=4)[O:8][C:9]3=[CH:10][CH:11]=2)[CH:34]=[CH:35][CH:36]=1. (7) Given the reactants Cl.[N:2]1([CH2:8][CH2:9][CH2:10][O:11][C:12]2[CH:20]=[CH:19][C:15]([C:16]([Cl:18])=[O:17])=[CH:14][CH:13]=2)[CH2:7][CH2:6][CH2:5][CH2:4][CH2:3]1.[CH2:21]1[C:27]2[CH:28]=[CH:29][CH:30]=[CH:31][C:26]=2[CH2:25][CH2:24][NH:23][CH2:22]1, predict the reaction product. The product is: [ClH:18].[N:2]1([CH2:8][CH2:9][CH2:10][O:11][C:12]2[CH:20]=[CH:19][C:15]([C:16]([N:23]3[CH2:22][CH2:21][C:27]4[CH:28]=[CH:29][CH:30]=[CH:31][C:26]=4[CH2:25][CH2:24]3)=[O:17])=[CH:14][CH:13]=2)[CH2:7][CH2:6][CH2:5][CH2:4][CH2:3]1. (8) Given the reactants [C:1]([NH:4][C:5]1[S:6][C:7]([C:10]2[CH:11]=[CH:12][C:13]3[O:19][CH2:18][CH2:17][N:16](C(OC(C)(C)C)=O)[CH2:15][C:14]=3[CH:27]=2)=[CH:8][N:9]=1)(=[O:3])[CH3:2].[ClH:28], predict the reaction product. The product is: [ClH:28].[O:19]1[C:13]2[CH:12]=[CH:11][C:10]([C:7]3[S:6][C:5]([NH:4][C:1](=[O:3])[CH3:2])=[N:9][CH:8]=3)=[CH:27][C:14]=2[CH2:15][NH:16][CH2:17][CH2:18]1. (9) The product is: [CH2:20]([N:10]1[CH:11]=[C:7]([C:1]2[CH:2]=[CH:3][CH:4]=[CH:5][CH:6]=2)[N:8]=[C:9]1[C:12]1[C:13]([NH2:17])=[N:14][O:15][N:16]=1)[CH:21]([CH3:23])[CH3:22]. Given the reactants [C:1]1([C:7]2[N:8]=[C:9]([C:12]3[C:13]([NH2:17])=[N:14][O:15][N:16]=3)[NH:10][CH:11]=2)[CH:6]=[CH:5][CH:4]=[CH:3][CH:2]=1.[H-].[Na+].[CH2:20](I)[CH:21]([CH3:23])[CH3:22], predict the reaction product. (10) Given the reactants [CH:1]1([S:4]([C:7]2[CH:12]=[CH:11][C:10]([CH:13]([CH2:33][CH:34]3[CH2:39][CH2:38][O:37][CH2:36][CH2:35]3)[C:14](=O)[CH2:15][CH:16]([CH3:31])[C:17]([C:19]3[CH:24]=[CH:23][C:22]([CH:25]([OH:30])[C:26]([OH:29])([CH3:28])[CH3:27])=[CH:21][N:20]=3)=O)=[CH:9][CH:8]=2)(=[O:6])=[O:5])[CH2:3][CH2:2]1.C([O-])(=O)C.[NH4+:44], predict the reaction product. The product is: [CH:1]1([S:4]([C:7]2[CH:12]=[CH:11][C:10]([CH:13]([C:14]3[NH:44][C:17]([C:19]4[N:20]=[CH:21][C:22]([CH:25]([OH:30])[C:26]([CH3:27])([OH:29])[CH3:28])=[CH:23][CH:24]=4)=[C:16]([CH3:31])[CH:15]=3)[CH2:33][CH:34]3[CH2:39][CH2:38][O:37][CH2:36][CH2:35]3)=[CH:9][CH:8]=2)(=[O:6])=[O:5])[CH2:3][CH2:2]1.